This data is from Full USPTO retrosynthesis dataset with 1.9M reactions from patents (1976-2016). The task is: Predict the reactants needed to synthesize the given product. The reactants are: [CH3:1][O:2][C:3]1[C:4](=[O:25])[C:5]([CH3:24])=[C:6]([CH2:12][C:13]2[CH:18]=[CH:17][C:16]([CH:19]=[CH:20][C:21](O)=[O:22])=[CH:15][CH:14]=2)[C:7](=[O:11])[C:8]=1[O:9][CH3:10].[CH2:26]([CH2:28][NH2:29])[OH:27]. Given the product [CH3:1][O:2][C:3]1[C:4](=[O:25])[C:5]([CH3:24])=[C:6]([CH2:12][C:13]2[CH:18]=[CH:17][C:16]([CH:19]=[CH:20][C:21]([NH:29][CH2:28][CH2:26][OH:27])=[O:22])=[CH:15][CH:14]=2)[C:7](=[O:11])[C:8]=1[O:9][CH3:10], predict the reactants needed to synthesize it.